From a dataset of Reaction yield outcomes from USPTO patents with 853,638 reactions. Predict the reaction yield, written as a fraction of the theoretical maximum amount of product (1.0 means a 100% yield; for example, 0.34 means a 34% yield). The reactants are [C:1]([O:5][C:6]([N:8]1[C:16]2[CH2:15][CH2:14][CH2:13][C:12](=[O:17])[C:11]=2[CH:10]=[CH:9]1)=[O:7])([CH3:4])([CH3:3])[CH3:2]. The catalyst is CO.[Pt]. The product is [C:1]([O:5][C:6]([N:8]1[CH:16]2[CH:11]([CH:12]([OH:17])[CH2:13][CH2:14][CH2:15]2)[CH2:10][CH2:9]1)=[O:7])([CH3:4])([CH3:2])[CH3:3]. The yield is 0.670.